This data is from Reaction yield outcomes from USPTO patents with 853,638 reactions. The task is: Predict the reaction yield, written as a fraction of the theoretical maximum amount of product (1.0 means a 100% yield; for example, 0.34 means a 34% yield). (1) The reactants are [NH2:1][C:2]1[N:7]=[C:6]([NH2:8])[C:5]([O:9][C:10]2[C:11]([CH:21]([CH3:23])[CH3:22])=[CH:12][C:13]([O:19][CH3:20])=[C:14]([CH:18]=2)[C:15]([NH2:17])=O)=[CH:4][N:3]=1.COC1C=CC(P2(SP(C3C=CC(OC)=CC=3)(=S)S2)=[S:33])=CC=1. The catalyst is C1COCC1. The product is [NH2:1][C:2]1[N:7]=[C:6]([NH2:8])[C:5]([O:9][C:10]2[C:11]([CH:21]([CH3:23])[CH3:22])=[CH:12][C:13]([O:19][CH3:20])=[C:14]([CH:18]=2)[C:15]([NH2:17])=[S:33])=[CH:4][N:3]=1. The yield is 0.760. (2) The reactants are [CH2:1]([S:3]([C:5]1[CH:13]=[C:12]([N:14]2[CH2:19][CH2:18][O:17][CH2:16][CH2:15]2)[CH:11]=[C:10]([CH3:20])[C:6]=1[C:7]([NH2:9])=[O:8])=[O:4])[CH3:2].[OH-].[Na+].[Cl:23][C:24]1[CH:31]=[CH:30][C:27]([CH2:28]Br)=[CH:26][CH:25]=1. The catalyst is C1C=CC=CC=1.O1CCCC1.S([O-])(O)(=O)=O.C([N+](CCCC)(CCCC)CCCC)CCC.O1CCCC1. The product is [Cl:23][C:24]1[CH:31]=[CH:30][C:27]([CH2:28][NH:9][C:7](=[O:8])[C:6]2[C:10]([CH3:20])=[CH:11][C:12]([N:14]3[CH2:15][CH2:16][O:17][CH2:18][CH2:19]3)=[CH:13][C:5]=2[S:3]([CH2:1][CH3:2])=[O:4])=[CH:26][CH:25]=1. The yield is 0.500. (3) The reactants are [OH-:1].[Na+].CS([C:7]1[N:12]=[CH:11][C:10]2=[CH:13][CH:14]=[C:15]([C:16]3[CH:21]=[CH:20][CH:19]=[CH:18][N:17]=3)[N:9]2[N:8]=1)(=O)=O.Cl. No catalyst specified. The product is [N:17]1[CH:18]=[CH:19][CH:20]=[CH:21][C:16]=1[C:15]1[N:9]2[C:10]([CH:11]=[N:12][C:7]([OH:1])=[N:8]2)=[CH:13][CH:14]=1. The yield is 0.660. (4) The reactants are Cl[C:2]1[CH:3]=[C:4]([CH:14]=[CH:15][N:16]=1)[C:5]([N:7]([CH2:11][CH2:12][CH3:13])[CH2:8][CH2:9][CH3:10])=[O:6].C(N(CC)CC)C.CN([CH:27]=[O:28])C.[OH2:29]. The catalyst is C([O-])(=O)C.[Pd+2].C([O-])(=O)C.CC1C=C(P[C-]2C=CC=C2)C=C(C)C=1.[C-]1(PC2C=C(C)C=C(C)C=2)C=CC=C1.[Fe+2]. The product is [CH2:8]([N:7]([CH2:11][CH2:12][CH3:13])[C:5]([C:4]1[CH:14]=[CH:15][N:16]=[C:2]([C:27]([OH:28])=[O:29])[CH:3]=1)=[O:6])[CH2:9][CH3:10]. The yield is 0.510. (5) The reactants are Cl.[F:2][CH:3]([F:19])[O:4][C:5]1[CH:10]=[CH:9][C:8]([C:11]2(/[CH:14]=[CH:15]/[NH2:16])[CH2:13][CH2:12]2)=[CH:7][C:6]=1[O:17][CH3:18].[O-]S([O-])(=O)=O.[Na+].[Na+].C[C:28]([CH:30]=[CH2:31])=[O:29].[CH2:32](Cl)Cl. No catalyst specified. The product is [F:19][CH:3]([F:2])[O:4][C:5]1[CH:10]=[CH:9][C:8]([C@@:11]23[CH2:13][CH2:12][C:28](=[O:29])[CH2:30][C@@H:31]2[N:16]([CH3:32])[CH2:15][CH2:14]3)=[CH:7][C:6]=1[O:17][CH3:18]. The yield is 0.500. (6) The reactants are [NH2:1][C:2]1[CH:7]=[CH:6][C:5]([N:8]2[C:12]([CH3:14])([CH3:13])[C:11](=[O:15])[N:10]([C:16]3[CH:23]=[CH:22][C:19]([C:20]#[N:21])=[C:18]([C:24]([F:27])([F:26])[F:25])[CH:17]=3)[C:9]2=[S:28])=[CH:4][CH:3]=1.[C:29](Cl)(=[O:31])[CH3:30].C(N(CC)CC)C. The catalyst is ClCCl. The product is [C:20]([C:19]1[CH:22]=[CH:23][C:16]([N:10]2[C:11](=[O:15])[C:12]([CH3:14])([CH3:13])[N:8]([C:5]3[CH:4]=[CH:3][C:2]([NH:1][C:29](=[O:31])[CH3:30])=[CH:7][CH:6]=3)[C:9]2=[S:28])=[CH:17][C:18]=1[C:24]([F:26])([F:27])[F:25])#[N:21]. The yield is 0.800. (7) The product is [Cl:15][C:16]1[N:21]=[C:20]2[CH:22]=[CH:23][N:24]([CH2:13][C@H:10]3[CH2:11][CH2:12][N:8]([C:1]([O:3][C:4]([CH3:7])([CH3:6])[CH3:5])=[O:2])[CH2:9]3)[C:19]2=[CH:18][C:17]=1[C:25]1[CH:32]=[CH:31][C:28]([C:29]#[N:30])=[CH:27][CH:26]=1. The reactants are [C:1]([N:8]1[CH2:12][CH2:11][C@H:10]([CH2:13]Br)[CH2:9]1)([O:3][C:4]([CH3:7])([CH3:6])[CH3:5])=[O:2].[Cl:15][C:16]1[N:21]=[C:20]2[CH:22]=[CH:23][NH:24][C:19]2=[CH:18][C:17]=1[C:25]1[CH:32]=[CH:31][C:28]([C:29]#[N:30])=[CH:27][CH:26]=1. The yield is 0.250. No catalyst specified. (8) The reactants are Br[C:2]1[N:3]=[CH:4][C:5]([NH:8][C:9](=[O:28])[C@@H:10]([C:17]2[CH:22]=[CH:21][C:20]([S:23]([CH3:26])(=[O:25])=[O:24])=[C:19]([Cl:27])[CH:18]=2)[CH2:11][CH:12]2[CH2:16][CH2:15][CH2:14][CH2:13]2)=[N:6][CH:7]=1.C(N(CC)C(C)C)(C)C.[C:38]([C:40]1([OH:46])[CH2:45][CH2:44][O:43][CH2:42][CH2:41]1)#[CH:39]. The catalyst is C1(C)C=CC=CC=1.[Cu]I.Cl[Pd](Cl)([P](C1C=CC=CC=1)(C1C=CC=CC=1)C1C=CC=CC=1)[P](C1C=CC=CC=1)(C1C=CC=CC=1)C1C=CC=CC=1. The product is [Cl:27][C:19]1[CH:18]=[C:17]([C@@H:10]([CH2:11][CH:12]2[CH2:16][CH2:15][CH2:14][CH2:13]2)[C:9]([NH:8][C:5]2[CH:4]=[N:3][C:2]([C:39]#[C:38][C:40]3([OH:46])[CH2:45][CH2:44][O:43][CH2:42][CH2:41]3)=[CH:7][N:6]=2)=[O:28])[CH:22]=[CH:21][C:20]=1[S:23]([CH3:26])(=[O:25])=[O:24]. The yield is 0.893. (9) The reactants are NC[C:3]1[N:8]=[C:7](N(CC(OC(C)(C)C)=O)C(OC(C)(C)C)=O)[CH:6]=[CH:5][CH:4]=1.N1C=CC=C([S:31]([Cl:34])(=[O:33])=[O:32])C=1. No catalyst specified. The product is [N:8]1[CH:7]=[CH:6][CH:5]=[CH:4][C:3]=1[S:31]([Cl:34])(=[O:33])=[O:32]. The yield is 0.850.